From a dataset of Reaction yield outcomes from USPTO patents with 853,638 reactions. Predict the reaction yield, written as a fraction of the theoretical maximum amount of product (1.0 means a 100% yield; for example, 0.34 means a 34% yield). (1) The reactants are [N+:1]([C:4]1[S:8][C:7]([C:9]([OH:11])=O)=[CH:6][CH:5]=1)([O-:3])=[O:2].[NH2:12][C:13]1[CH:14]=[N:15][CH:16]=[CH:17][C:18]=1[OH:19].C([O-])([O-])=O.[Na+].[Na+]. The catalyst is O=S(Cl)Cl.N1C=CC=CC=1.O. The product is [OH:19][C:18]1[CH:17]=[CH:16][N:15]=[CH:14][C:13]=1[NH:12][C:9]([C:7]1[S:8][C:4]([N+:1]([O-:3])=[O:2])=[CH:5][CH:6]=1)=[O:11]. The yield is 0.920. (2) The reactants are Cl.C(OC([N:9]1[CH2:14][CH2:13][N:12]([C:15]2[N:20]([CH3:21])[C:19](=[O:22])[CH:18]=[C:17]([C:23]3[CH:28]=[CH:27][N:26]=[CH:25][CH:24]=3)[N:16]=2)[CH2:11][CH:10]1[C:29]1[CH:34]=[CH:33][C:32]([Cl:35])=[CH:31][CH:30]=1)=O)(C)(C)C. The catalyst is C(OCC)(=O)C. The product is [ClH:35].[Cl:35][C:32]1[CH:31]=[CH:30][C:29]([CH:10]2[CH2:11][N:12]([C:15]3[N:20]([CH3:21])[C:19](=[O:22])[CH:18]=[C:17]([C:23]4[CH:24]=[CH:25][N:26]=[CH:27][CH:28]=4)[N:16]=3)[CH2:13][CH2:14][NH:9]2)=[CH:34][CH:33]=1. The yield is 0.790. (3) The reactants are [CH:1]1([C:4]2[C:5]([NH:24][S:25]([CH3:28])(=[O:27])=[O:26])=[CH:6][C:7]3[O:11][C:10]([C:12]4[CH:17]=[CH:16][C:15]([F:18])=[CH:14][CH:13]=4)=[C:9]([C:19]([NH:21][CH3:22])=[O:20])[C:8]=3[CH:23]=2)[CH2:3][CH2:2]1.F[C:30]1[CH:35]=[CH:34][C:33]([N+:36]([O-:38])=[O:37])=[CH:32][C:31]=1[F:39].C(=O)([O-])[O-].[K+].[K+]. The catalyst is COCCOC.O. The product is [CH:1]1([C:4]2[C:5]([N:24]([C:30]3[CH:35]=[CH:34][C:33]([N+:36]([O-:38])=[O:37])=[CH:32][C:31]=3[F:39])[S:25]([CH3:28])(=[O:27])=[O:26])=[CH:6][C:7]3[O:11][C:10]([C:12]4[CH:17]=[CH:16][C:15]([F:18])=[CH:14][CH:13]=4)=[C:9]([C:19]([NH:21][CH3:22])=[O:20])[C:8]=3[CH:23]=2)[CH2:3][CH2:2]1. The yield is 0.770. (4) The catalyst is C(Cl)Cl. The yield is 0.470. The product is [Cl:1][C:2]1[O:12][C:5]2=[C:6]([OH:10])[N:7]=[CH:8][CH:9]=[C:4]2[CH:3]=1. The reactants are [Cl:1][C:2]1[O:12][C:5]2=[C:6]([O:10]C)[N:7]=[CH:8][CH:9]=[C:4]2[CH:3]=1.B(Br)(Br)Br. (5) The reactants are [CH:1](=[O:19])[CH2:2][CH2:3][CH2:4][CH2:5][CH2:6][CH2:7][CH2:8][CH2:9][CH2:10][CH2:11][CH2:12][CH2:13][CH2:14][CH2:15][CH2:16][CH2:17][CH3:18].[N+:20]([CH3:23])([O-:22])=[O:21]. The catalyst is CCOCC. The product is [N+:20]([CH2:23][CH:1]([OH:19])[CH2:2][CH2:3][CH2:4][CH2:5][CH2:6][CH2:7][CH2:8][CH2:9][CH2:10][CH2:11][CH2:12][CH2:13][CH2:14][CH2:15][CH2:16][CH2:17][CH3:18])([O-:22])=[O:21]. The yield is 0.890. (6) The reactants are [C:1]([C:3]1[CH:8]=[CH:7][N:6]=[C:5]([O:9][CH:10]2[CH2:15][CH2:14][CH2:13][N:12]([C:16](OC(C)(C)C)=O)[CH2:11]2)[CH:4]=1)#[N:2].[C:23](O)([C:25]([F:28])([F:27])[F:26])=[O:24].N1CCCC(OC2C=C(C=CN=2)C#N)C1.FC(F)(F)[C@@H]1CO1. The catalyst is C(#N)C.ClCCl. The product is [F:26][C:25]([F:28])([F:27])[C@@H:23]([OH:24])[CH2:16][N:12]1[CH2:13][CH2:14][CH2:15][CH:10]([O:9][C:5]2[CH:4]=[C:3]([CH:8]=[CH:7][N:6]=2)[C:1]#[N:2])[CH2:11]1. The yield is 0.940. (7) The reactants are [CH2:1]([N:3]([CH2:11][C:12]1[CH:13]=[N:14][CH:15]=[C:16]([C:19]2[CH:20]=[C:21]3[C:25](=[CH:26][CH:27]=2)[N:24]([CH:28]2[CH2:33][CH2:32][CH2:31][CH2:30][O:29]2)[N:23]=[C:22]3[C:34]2[NH:35][C:36]([C:39]([NH:41][CH2:42][C:43]3[CH:44]=N[CH:46]=[CH:47][CH:48]=3)=[O:40])=[CH:37][N:38]=2)[C:17]=1[CH3:18])[C:4](=[O:10])[O:5][C:6]([CH3:9])([CH3:8])[CH3:7])[CH3:2].[C:49](OC(N(CC1C(C)=C(C2C=C3C(=CC=2)N(C2CCCCO2)N=C3C2NC(C(O)=O)=CN=2)C=NC=1)CC)=O)(C)(C)[CH3:50].[CH3:90]CN(CC)CC.N[C@@H]1C2C(=CC=CC=2)CC1.CN(C(ON1N=NC2C=CC=NC1=2)=[N+](C)C)C.F[P-](F)(F)(F)(F)F. The catalyst is C(Cl)Cl. The product is [C@@H:42]1([NH:41][C:39]([C:36]2[NH:35][C:34]([C:22]3[C:21]4[C:25](=[CH:26][CH:27]=[C:19]([C:16]5[C:17]([CH3:18])=[C:12]([CH2:11][N:3]([CH2:1][CH3:2])[C:4](=[O:10])[O:5][C:6]([CH3:9])([CH3:7])[CH3:8])[CH:13]=[N:14][CH:15]=5)[CH:20]=4)[N:24]([CH:28]4[CH2:33][CH2:32][CH2:31][CH2:30][O:29]4)[N:23]=3)=[N:38][CH:37]=2)=[O:40])[C:43]2[C:48](=[CH:47][CH:46]=[CH:90][CH:44]=2)[CH2:50][CH2:49]1. The yield is 0.630.